Dataset: Forward reaction prediction with 1.9M reactions from USPTO patents (1976-2016). Task: Predict the product of the given reaction. (1) Given the reactants Cl.[CH2:2]([O:4][C:5](=[O:13])[CH:6]([NH2:12])[C:7]([O:9][CH2:10][CH3:11])=[O:8])[CH3:3].C(N(CC)CC)C.[CH3:21][C:22]1[CH:23]=[C:24]([CH:28]=[CH:29][CH:30]=1)[C:25](Cl)=[O:26].O, predict the reaction product. The product is: [CH2:10]([O:9][C:7](=[O:8])[CH:6]([NH:12][C:25](=[O:26])[C:24]1[CH:28]=[CH:29][CH:30]=[C:22]([CH3:21])[CH:23]=1)[C:5]([O:4][CH2:2][CH3:3])=[O:13])[CH3:11]. (2) Given the reactants P(Br)(Br)(Br)=O.O[C:7]1[C:12]([N+]([O-])=O)=CC(F)=CN=1.[Br:17][C:18]1[C:23]([N+:24]([O-])=O)=[CH:22][C:21]([F:27])=[CH:20][N:19]=1, predict the reaction product. The product is: [F:27][C:21]1[CH:20]=[N:19][C:18]([Br:17])=[C:23]2[C:22]=1[CH:7]=[CH:12][NH:24]2. (3) Given the reactants [OH-].[Na+].[C:3]([C:5]1[CH:6]=[C:7]([C:15]2[O:19][N:18]=[C:17]([C:20]3[C:21]([O:34][CH3:35])=[C:22]([CH2:26][CH2:27][CH2:28][C:29]([O:31]CC)=[O:30])[CH:23]=[CH:24][CH:25]=3)[N:16]=2)[CH:8]=[CH:9][C:10]=1[O:11][CH:12]([CH3:14])[CH3:13])#[N:4].Cl, predict the reaction product. The product is: [C:3]([C:5]1[CH:6]=[C:7]([C:15]2[O:19][N:18]=[C:17]([C:20]3[C:21]([O:34][CH3:35])=[C:22]([CH2:26][CH2:27][CH2:28][C:29]([OH:31])=[O:30])[CH:23]=[CH:24][CH:25]=3)[N:16]=2)[CH:8]=[CH:9][C:10]=1[O:11][CH:12]([CH3:14])[CH3:13])#[N:4].